This data is from Full USPTO retrosynthesis dataset with 1.9M reactions from patents (1976-2016). The task is: Predict the reactants needed to synthesize the given product. (1) The reactants are: [F:1][C:2]([F:12])([F:11])[C:3]([C:5]1[CH:10]=[CH:9][N:8]=[CH:7][CH:6]=1)=[CH2:4].[H][H]. Given the product [F:12][C:2]([F:1])([F:11])[CH:3]([C:5]1[CH:10]=[CH:9][N:8]=[CH:7][CH:6]=1)[CH3:4], predict the reactants needed to synthesize it. (2) Given the product [CH2:21]([O:20][C:18]([NH:1][C@@H:2]([C:5]([O:7][CH3:12])=[O:6])[CH2:3][OH:4])=[O:19])[C:22]1[CH:27]=[CH:26][CH:25]=[CH:24][CH:23]=1, predict the reactants needed to synthesize it. The reactants are: [NH2:1][C@@H:2]([C:5]([OH:7])=[O:6])[CH2:3][OH:4].S(Cl)(Cl)=O.[C:12](=O)([O-])O.[Na+].Cl[C:18]([O:20][CH2:21][C:22]1[CH:27]=[CH:26][CH:25]=[CH:24][CH:23]=1)=[O:19].